Dataset: Full USPTO retrosynthesis dataset with 1.9M reactions from patents (1976-2016). Task: Predict the reactants needed to synthesize the given product. Given the product [O:1]1[C:5]2[CH:6]=[CH:7][C:8]([NH:15][C:37](=[O:40])[O:38][C:42]([CH3:45])([CH3:44])[CH3:43])=[CH:9][C:4]=2[CH2:3][CH2:2]1, predict the reactants needed to synthesize it. The reactants are: [O:1]1[C:5]2[CH:6]=[CH:7][C:8](C(O)=O)=[CH:9][C:4]=2[CH2:3][CH2:2]1.C([N:15](CC)CC)C.C1(P(N=[N+]=[N-])(C2C=CC=CC=2)=O)C=CC=CC=1.[C:37](=[O:40])([O-])[OH:38].[Na+].[C:42](O)([CH3:45])([CH3:44])[CH3:43].